Task: Regression. Given a peptide amino acid sequence and an MHC pseudo amino acid sequence, predict their binding affinity value. This is MHC class I binding data.. Dataset: Peptide-MHC class I binding affinity with 185,985 pairs from IEDB/IMGT (1) The peptide sequence is HSDTHGLYW. The MHC is HLA-A01:01 with pseudo-sequence HLA-A01:01. The binding affinity (normalized) is 0.664. (2) The peptide sequence is TLFIGSHVV. The MHC is HLA-A23:01 with pseudo-sequence HLA-A23:01. The binding affinity (normalized) is 0. (3) The peptide sequence is AEYEENKI. The MHC is H-2-Kk with pseudo-sequence H-2-Kk. The binding affinity (normalized) is 0.365. (4) The peptide sequence is RYQRMTGGY. The binding affinity (normalized) is 0.0847. The MHC is HLA-A03:01 with pseudo-sequence HLA-A03:01. (5) The peptide sequence is LSLINRVPI. The MHC is H-2-Db with pseudo-sequence H-2-Db. The binding affinity (normalized) is 1.00. (6) The peptide sequence is RRWIAPHPL. The MHC is HLA-B57:01 with pseudo-sequence HLA-B57:01. The binding affinity (normalized) is 0.0847. (7) The MHC is HLA-A03:01 with pseudo-sequence HLA-A03:01. The binding affinity (normalized) is 0.0847. The peptide sequence is LPYPDPSRI.